From a dataset of Hepatocyte clearance measurements from AstraZeneca. Regression/Classification. Given a drug SMILES string, predict its absorption, distribution, metabolism, or excretion properties. Task type varies by dataset: regression for continuous measurements (e.g., permeability, clearance, half-life) or binary classification for categorical outcomes (e.g., BBB penetration, CYP inhibition). For this dataset (clearance_hepatocyte_az), we predict log10(clearance) (log10 of the in vitro intrinsic clearance, CLint, in uL/min per 10^6 hepatocytes; values are censored to the assay range of 3 to 150, which is 0.477 to 2.18 on this log10 scale). (1) The compound is C[C@H](CO)n1ccc2c(NC(=O)Cc3ccc(Cl)c(C(F)(F)F)c3)cccc2c1=O. The log10(clearance) is 1.46. (2) The compound is COCC1=C(C(=O)O)N2C(=O)[C@@H](NC(=O)/C(=N\OC)c3csc(N)n3)[C@H]2SC1. The log10(clearance) is 0.480. (3) The molecule is O=C(O)c1cc(-c2ccc(F)cc2F)ccc1O. The log10(clearance) is 0.800. (4) The drug is Oc1nc2c(O)ccc(CCNCCCCCCOCCc3ccccc3)c2s1. The log10(clearance) is 1.94.